Dataset: Blood-brain barrier permeability classification from the B3DB database. Task: Regression/Classification. Given a drug SMILES string, predict its absorption, distribution, metabolism, or excretion properties. Task type varies by dataset: regression for continuous measurements (e.g., permeability, clearance, half-life) or binary classification for categorical outcomes (e.g., BBB penetration, CYP inhibition). Dataset: b3db_classification. (1) The molecule is COCC(=O)O[C@]1(CCN(C)CCCc2nc3ccccc3[nH]2)CCc2cc(F)ccc2[C@@H]1C(C)C. The result is 0 (does not penetrate BBB). (2) The molecule is OCC(O)C1OC2OC(C(Cl)(Cl)Cl)OC2C1O. The result is 1 (penetrates BBB). (3) The molecule is Nc1nc(NC2CC2)c2ncn([C@H]3C=C[C@H](CO)C3)c2n1. The result is 1 (penetrates BBB). (4) The drug is OC[C@H](O)[C@@H]1O[C@@H]2O[C@H](C(Cl)(Cl)Cl)O[C@H]2[C@H]1O. The result is 1 (penetrates BBB). (5) The molecule is CCCCc1c(O)n(-c2ccccc2)n(-c2ccccc2)c1=O. The result is 1 (penetrates BBB). (6) The molecule is CC1(C)SC2C(NC(=O)C(C(=O)Oc3ccccc3)c3ccccc3)C(=O)N2C1C(=O)O. The result is 0 (does not penetrate BBB). (7) The compound is Cc1nccn1[C@H](C)c1ccccc1. The result is 1 (penetrates BBB). (8) The molecule is CNCC12CCC(c3ccccc31)c1ccccc12. The result is 1 (penetrates BBB).